From a dataset of Reaction yield outcomes from USPTO patents with 853,638 reactions. Predict the reaction yield, written as a fraction of the theoretical maximum amount of product (1.0 means a 100% yield; for example, 0.34 means a 34% yield). (1) The reactants are [C:1]([CH2:3][C:4]([NH:6][NH2:7])=[O:5])#[N:2].CS(O)(=O)=O.[CH3:13][CH:14](O)[CH3:15]. No catalyst specified. The product is [CH:14]([O:5][C:4]1[CH:3]=[C:1]([NH2:2])[NH:7][N:6]=1)([CH3:15])[CH3:13]. The yield is 0.0600. (2) The reactants are [N+:1]([C:4]1[C:13]2[C:8](=[CH:9][CH:10]=[CH:11][CH:12]=2)[C:7]([O:14][CH2:15][CH2:16][C:17]2[CH:22]=[CH:21][N:20]=[CH:19][C:18]=2[NH2:23])=[CH:6][CH:5]=1)([O-])=O.CCOC(C)=O.C(Cl)Cl.[H][H]. The catalyst is CO.[Pt]. The product is [NH2:1][C:4]1[C:13]2[C:8](=[CH:9][CH:10]=[CH:11][CH:12]=2)[C:7]([O:14][CH2:15][CH2:16][C:17]2[CH:22]=[CH:21][N:20]=[CH:19][C:18]=2[NH2:23])=[CH:6][CH:5]=1. The yield is 0.920. (3) The reactants are Cl.[NH:2]([CH2:4][C:5]([O:7][CH2:8][CH3:9])=[O:6])[NH2:3].C([O-])(O)=O.[Na+].[CH3:15][C:16]([CH3:23])([CH3:22])[C:17](=O)[CH2:18][C:19]#[N:20]. The catalyst is CCO. The product is [NH2:20][C:19]1[N:2]([CH2:4][C:5]([O:7][CH2:8][CH3:9])=[O:6])[N:3]=[C:17]([C:16]([CH3:23])([CH3:22])[CH3:15])[CH:18]=1. The yield is 0.820. (4) The reactants are [NH2:1][C:2]1[C:7]([NH2:8])=[C:6]([C:9]2[CH:14]=[CH:13][C:12]([CH2:15][NH:16][C:17](=[O:23])OC(C)(C)C)=[C:11]([F:24])[CH:10]=2)[CH:5]=[CH:4][N:3]=1.[O:25]=[C:26]1[C:34]2[C:29](=[CH:30][CH:31]=[CH:32][CH:33]=2)[C:28](=[O:35])[N:27]1[CH2:36][CH2:37][N:38]1[CH:42]=[C:41]([CH:43]=O)[CH:40]=[N:39]1.[C:45]([C:49]1[O:53][N:52]=[C:51](C(OCC)=O)[N:50]=1)([CH3:48])([CH3:47])[CH3:46]. No catalyst specified. The product is [C:45]([C:49]1[O:53][N:52]=[C:51]([C:17]([NH:16][CH2:15][C:12]2[CH:13]=[CH:14][C:9]([C:6]3[CH:5]=[CH:4][N:3]=[C:2]4[NH:1][C:43]([C:41]5[CH:40]=[N:39][N:38]([CH2:37][CH2:36][N:27]6[C:28](=[O:35])[C:29]7[C:34](=[CH:33][CH:32]=[CH:31][CH:30]=7)[C:26]6=[O:25])[CH:42]=5)=[N:8][C:7]=34)=[CH:10][C:11]=2[F:24])=[O:23])[N:50]=1)([CH3:48])([CH3:47])[CH3:46]. The yield is 0.760. (5) The reactants are [H-].[Na+].[CH2:3]([OH:10])[C:4]1[CH:9]=[CH:8][CH:7]=[CH:6][CH:5]=1.[C:11]([O:15][C:16]([N:18]1[C@@H:22]([C@H:23]([O:49][CH2:50][C:51]2[CH:56]=[CH:55][CH:54]=[CH:53][CH:52]=2)[C@@H:24]([N:34]([CH2:42][C:43]2[CH:48]=[CH:47][CH:46]=[CH:45][CH:44]=2)[CH2:35][C:36]2[CH:41]=[CH:40][CH:39]=[CH:38][CH:37]=2)[CH2:25][C:26]2[CH:31]=[C:30](F)[CH:29]=[C:28]([F:33])[CH:27]=2)[CH2:21][O:20][C:19]1([CH3:58])[CH3:57])=[O:17])([CH3:14])([CH3:13])[CH3:12].[Cl-].[NH4+]. The catalyst is CN1CCCC1=O.C(OCC)(=O)C. The product is [C:11]([O:15][C:16]([N:18]1[C@@H:22]([C@H:23]([O:49][CH2:50][C:51]2[CH:52]=[CH:53][CH:54]=[CH:55][CH:56]=2)[C@@H:24]([N:34]([CH2:42][C:43]2[CH:44]=[CH:45][CH:46]=[CH:47][CH:48]=2)[CH2:35][C:36]2[CH:37]=[CH:38][CH:39]=[CH:40][CH:41]=2)[CH2:25][C:26]2[CH:27]=[C:28]([F:33])[CH:29]=[C:30]([O:10][CH2:3][C:4]3[CH:9]=[CH:8][CH:7]=[CH:6][CH:5]=3)[CH:31]=2)[CH2:21][O:20][C:19]1([CH3:58])[CH3:57])=[O:17])([CH3:14])([CH3:12])[CH3:13]. The yield is 0.940. (6) The reactants are Br[C:2]1[C:3]([N:11]2[CH2:16][CH2:15][N:14]([C:17](=[O:38])[C@@H:18]([C:31]3[CH:36]=[CH:35][C:34]([Cl:37])=[CH:33][CH:32]=3)[CH2:19][N:20]([CH:28]([CH3:30])[CH3:29])[C:21](=[O:27])[O:22][C:23]([CH3:26])([CH3:25])[CH3:24])[CH2:13][CH2:12]2)=[C:4]2[CH:10]=[CH:9][NH:8][C:5]2=[N:6][CH:7]=1.C([O-])([O-])=O.[Na+].[Na+].[CH3:45][N:46]1[CH:50]=[C:49](B2OC(C)(C)C(C)(C)O2)[CH:48]=[N:47]1. The catalyst is O1CCOCC1.O.C1C=CC([P]([Pd]([P](C2C=CC=CC=2)(C2C=CC=CC=2)C2C=CC=CC=2)([P](C2C=CC=CC=2)(C2C=CC=CC=2)C2C=CC=CC=2)[P](C2C=CC=CC=2)(C2C=CC=CC=2)C2C=CC=CC=2)(C2C=CC=CC=2)C2C=CC=CC=2)=CC=1. The product is [Cl:37][C:34]1[CH:35]=[CH:36][C:31]([C@H:18]([C:17]([N:14]2[CH2:13][CH2:12][N:11]([C:3]3[C:2]([C:49]4[CH:48]=[N:47][N:46]([CH3:45])[CH:50]=4)=[CH:7][N:6]=[C:5]4[NH:8][CH:9]=[CH:10][C:4]=34)[CH2:16][CH2:15]2)=[O:38])[CH2:19][N:20]([CH:28]([CH3:29])[CH3:30])[C:21](=[O:27])[O:22][C:23]([CH3:25])([CH3:26])[CH3:24])=[CH:32][CH:33]=1. The yield is 0.0990.